This data is from Catalyst prediction with 721,799 reactions and 888 catalyst types from USPTO. The task is: Predict which catalyst facilitates the given reaction. (1) Reactant: [Cl:1][C:2]1[CH:21]=[CH:20][C:5]([CH2:6][N:7]([C@H:14]([CH:16]2[CH2:19][CH2:18][CH2:17]2)[CH3:15])S(C(C)(C)C)=O)=[CH:4][CH:3]=1.Cl. Product: [ClH:1].[Cl:1][C:2]1[CH:3]=[CH:4][C:5]([CH2:6][NH:7][C@H:14]([CH:16]2[CH2:17][CH2:18][CH2:19]2)[CH3:15])=[CH:20][CH:21]=1. The catalyst class is: 71. (2) The catalyst class is: 6. Reactant: [CH2:1](Cl)Cl.[C:4]([O-:9])(=[O:8])[CH:5]([CH3:7])[OH:6].[CH3:10][C:11]1[CH:16]=[CH:15][C:14]([S:17](Cl)(=[O:19])=[O:18])=[CH:13][CH:12]=1. Product: [S:17]([O:6][C@@H:5]([CH3:7])[C:4]([O:9][CH3:1])=[O:8])([C:14]1[CH:15]=[CH:16][C:11]([CH3:10])=[CH:12][CH:13]=1)(=[O:19])=[O:18]. (3) Reactant: [OH:1][C:2]1[CH:9]=[C:8]([N+:10]([O-:12])=[O:11])[CH:7]=[CH:6][C:3]=1[C:4]#[N:5].[I-].C[N+:15](C)(C)N.CCC([O-])(C)C.[Na+]. Product: [NH2:15][C:9]1[C:2]([OH:1])=[C:3]([CH:6]=[CH:7][C:8]=1[N+:10]([O-:12])=[O:11])[C:4]#[N:5]. The catalyst class is: 16. (4) Reactant: [F:1][C:2]1[CH:7]=[CH:6][C:5]([S:8]([NH:11][C@H:12]([CH2:28][CH:29]=O)[CH2:13][N:14]2[C:18]3=[N:19][CH:20]=[CH:21][CH:22]=[C:17]3[C:16]([CH2:23][C:24]([O:26][CH3:27])=[O:25])=[CH:15]2)(=[O:10])=[O:9])=[CH:4][CH:3]=1.CC1C=CC(S([O-])(=O)=O)=CC=1.C1C=C[NH+]=CC=1. Product: [F:1][C:2]1[CH:7]=[CH:6][C:5]([S:8]([NH:11][C@@H:12]2[CH:28]=[CH:29][C:15]3[N:14]([C:18]4[N:19]=[CH:20][CH:21]=[CH:22][C:17]=4[C:16]=3[CH2:23][C:24]([O:26][CH3:27])=[O:25])[CH2:13]2)(=[O:9])=[O:10])=[CH:4][CH:3]=1. The catalyst class is: 11. (5) Reactant: [Br:1][C:2]1[C:10]2[N:9]=[N:8][N:7]([CH2:11][C:12]([CH3:15])([CH3:14])[CH3:13])[C:6]=2[CH:5]=[CH:4][C:3]=1[OH:16].Br[CH2:18][C:19]1[CH:20]=[C:21]([B:25]([OH:27])[OH:26])[CH:22]=[CH:23][CH:24]=1.C(=O)([O-])[O-].[Cs+].[Cs+].[NH4+].[Cl-].Cl. Product: [Br:1][C:2]1[C:10]2[N:9]=[N:8][N:7]([CH2:11][C:12]([CH3:13])([CH3:15])[CH3:14])[C:6]=2[CH:5]=[CH:4][C:3]=1[O:16][CH2:18][C:19]1[CH:20]=[C:21]([B:25]([OH:27])[OH:26])[CH:22]=[CH:23][CH:24]=1. The catalyst class is: 215. (6) Product: [CH3:56][C:55]1[CH:54]=[C:53]([CH3:57])[NH:52][C:51](=[O:58])[C:50]=1[CH2:49][NH:48][C:5](=[O:7])[C:4]1[CH:8]=[CH:9][CH:10]=[C:2]([F:1])[C:3]=1[C:11]([F:14])([F:13])[F:12]. Reactant: [F:1][C:2]1[C:3]([C:11]([F:14])([F:13])[F:12])=[C:4]([CH:8]=[CH:9][CH:10]=1)[C:5]([OH:7])=O.CN(C(ON1N=NC2C=CC=NC1=2)=[N+](C)C)C.F[P-](F)(F)(F)(F)F.CCN(C(C)C)C(C)C.[NH2:48][CH2:49][C:50]1[C:51](=[O:58])[NH:52][C:53]([CH3:57])=[CH:54][C:55]=1[CH3:56]. The catalyst class is: 3. (7) Reactant: [CH:1](=O)[CH3:2].[Sn](CCCC)(CCCC)(Cl)Cl.[NH2:15][C:16]1[N:24]=[CH:23][N:22]=[C:21]2[C:17]=1[N:18]=[CH:19][N:20]2[C@H:25]1[C@@H:29]2[O:30][C:31]([CH3:34])([CH3:33])[O:32][C@@H:28]2[C@@H:27]([CH2:35][N:36]([CH3:58])[CH2:37][CH2:38][C@H:39]([NH:47][C:48]([O:50][CH2:51][C:52]2[CH:57]=[CH:56][CH:55]=[CH:54][CH:53]=2)=[O:49])[C:40]([O:42][C:43]([CH3:46])([CH3:45])[CH3:44])=[O:41])[O:26]1.C1([SiH3])C=CC=CC=1. Product: [C:43]([O:42][C:40]([C@@H:39]([NH:47][C:48](=[O:49])[O:50][CH2:51][C:52]1[CH:53]=[CH:54][CH:55]=[CH:56][CH:57]=1)[CH2:38][CH2:37][N:36]([CH2:35][C@@H:27]1[C@H:28]2[O:32][C:31]([CH3:34])([CH3:33])[O:30][C@H:29]2[C@H:25]([N:20]2[CH:19]=[N:18][C:17]3[C:21]2=[N:22][CH:23]=[N:24][C:16]=3[NH:15][CH2:1][CH3:2])[O:26]1)[CH3:58])=[O:41])([CH3:46])([CH3:45])[CH3:44]. The catalyst class is: 1.